Dataset: Reaction yield outcomes from USPTO patents with 853,638 reactions. Task: Predict the reaction yield, written as a fraction of the theoretical maximum amount of product (1.0 means a 100% yield; for example, 0.34 means a 34% yield). (1) The reactants are [C:1]([O:9][CH2:10][CH3:11])(=[O:8])[CH2:2][C:3]([O:5][CH2:6][CH3:7])=[O:4].[H-].[Na+].Cl[CH2:15]/[CH:16]=[CH:17]\[CH2:18]Cl. The catalyst is O1CCCC1.[Cl-].N. The product is [C:2]1([C:3]([O:5][CH2:6][CH3:7])=[O:4])([C:1]([O:9][CH2:10][CH3:11])=[O:8])[CH2:18][CH:17]=[CH:16][CH2:15]1. The yield is 0.860. (2) The reactants are [S:1]1[C:9]2[CH:8]=[CH:7][N:6]=[CH:5][C:4]=2[N:3]=[C:2]1[SH:10].CN(C=O)C.[H-].[Na+].Cl[CH2:19][C:20]([N:22]1[C:31]2[C:26](=[CH:27][CH:28]=[CH:29][CH:30]=2)[CH2:25][CH2:24][CH2:23]1)=[O:21]. The catalyst is C1COCC1.CCOC(C)=O.O.C(Cl)Cl.CCOC(C)=O. The product is [N:22]1([C:20](=[O:21])[CH2:19][S:10][C:2]2[S:1][C:9]3[CH:8]=[CH:7][N:6]=[CH:5][C:4]=3[N:3]=2)[C:31]2[C:26](=[CH:27][CH:28]=[CH:29][CH:30]=2)[CH2:25][CH2:24][CH2:23]1. The yield is 0.490. (3) The reactants are [Br:1][C:2]1[CH:7]=[CH:6][C:5]([CH2:8][CH2:9][CH2:10][NH2:11])=[CH:4][CH:3]=1.[C:12]1(=O)[CH2:15][CH2:14][CH2:13]1.[C:17](O)(=O)[CH3:18].[C:21](O[BH-](OC(=O)C)OC(=O)C)(=O)[CH3:22].[Na+]. The catalyst is ClC(Cl)C. The product is [Br:1][C:2]1[CH:3]=[CH:4][C:5]([CH2:8][CH2:9][CH2:10][N:11]([CH:18]2[CH2:17][CH2:22][CH2:21]2)[CH:12]2[CH2:15][CH2:14][CH2:13]2)=[CH:6][CH:7]=1. The yield is 0.420. (4) The reactants are C1(P(C2CCCCC2)C2C=CC=CC=2C2C=CC=CC=2C)CCCCC1.Br[C:28]1[CH:29]=[CH:30][C:31]([F:34])=[N:32][CH:33]=1.[O-]P([O-])([O-])=O.[K+].[K+].[K+].[CH3:43][C:44]([CH3:46])=[O:45]. The catalyst is C1C=CC(/C=C/C(/C=C/C2C=CC=CC=2)=O)=CC=1.C1C=CC(/C=C/C(/C=C/C2C=CC=CC=2)=O)=CC=1.C1C=CC(/C=C/C(/C=C/C2C=CC=CC=2)=O)=CC=1.C(Cl)(Cl)Cl.[Pd].[Pd]. The product is [F:34][C:31]1[N:32]=[CH:33][C:28]([CH2:43][C:44](=[O:45])[CH3:46])=[CH:29][CH:30]=1. The yield is 0.550.